Task: Predict the reaction yield, written as a fraction of the theoretical maximum amount of product (1.0 means a 100% yield; for example, 0.34 means a 34% yield).. Dataset: Reaction yield outcomes from USPTO patents with 853,638 reactions (1) The reactants are [N+:1]([C:4]1[CH:18]=[CH:17][CH:16]=[CH:15][C:5]=1[O:6][C:7]1[CH:8]=[C:9]([CH:12]=[CH:13][CH:14]=1)[C:10]#[N:11])([O-])=O. The catalyst is CCO. The product is [NH2:1][C:4]1[CH:18]=[CH:17][CH:16]=[CH:15][C:5]=1[O:6][C:7]1[CH:8]=[C:9]([CH:12]=[CH:13][CH:14]=1)[C:10]#[N:11]. The yield is 0.990. (2) The reactants are N[C:2]1[CH:9]=[C:8]([C:10]([F:13])([F:12])[F:11])[C:7]([O:14][CH2:15][CH3:16])=[CH:6][C:3]=1[C:4]#[N:5].N(OCCC(C)C)=O. The catalyst is C1COCC1.C([O-])(O)=O.[Na+]. The product is [CH2:15]([O:14][C:7]1[CH:6]=[C:3]([CH:2]=[CH:9][C:8]=1[C:10]([F:11])([F:12])[F:13])[C:4]#[N:5])[CH3:16]. The yield is 0.850. (3) The reactants are [O:1]1[C:5]2[CH:6]=[CH:7][CH:8]=[CH:9][C:4]=2[CH2:3][CH2:2]1.[Br:10]Br.C(=O)(O)[O-].[Na+]. The catalyst is C(O)(=O)C. The product is [Br:10][C:8]1[CH:7]=[CH:6][C:5]2[O:1][CH2:2][CH2:3][C:4]=2[CH:9]=1. The yield is 0.280.